This data is from Reaction yield outcomes from USPTO patents with 853,638 reactions. The task is: Predict the reaction yield, written as a fraction of the theoretical maximum amount of product (1.0 means a 100% yield; for example, 0.34 means a 34% yield). (1) The reactants are [Br:1][C:2]1[CH:16]=[CH:15][C:5]([C:6]([C@@H:8]2[CH2:11][CH2:10][C@H:9]2[C:12]([OH:14])=[O:13])=[O:7])=[CH:4][CH:3]=1.[CH3:17]OC(OC)(C)C.Cl. The catalyst is CO. The product is [Br:1][C:2]1[CH:3]=[CH:4][C:5]([C:6]([C@@H:8]2[CH2:11][CH2:10][C@H:9]2[C:12]([O:14][CH3:17])=[O:13])=[O:7])=[CH:15][CH:16]=1. The yield is 0.780. (2) No catalyst specified. The product is [N:1]1([NH:6][CH:17]=[C:11]([C:10]([O:9][CH2:7][CH3:8])=[O:21])[C:12]([O:14][CH2:15][CH3:16])=[O:13])[CH:5]=[CH:4][CH:3]=[CH:2]1. The reactants are [N:1]1([NH2:6])[CH:5]=[CH:4][CH:3]=[CH:2]1.[CH2:7]([O:9][C:10](=[O:21])[C:11](=[CH:17]OCC)[C:12]([O:14][CH2:15][CH3:16])=[O:13])[CH3:8]. The yield is 0.850. (3) The reactants are [NH2:1][C:2]1[CH:7]=[C:6]([C:8]([F:11])([F:10])[F:9])[CH:5]=[CH:4][N:3]=1.[Br:12]N1C(=O)CCC1=O. The catalyst is C(Cl)(Cl)Cl. The product is [NH2:1][C:2]1[CH:7]=[C:6]([C:8]([F:9])([F:11])[F:10])[C:5]([Br:12])=[CH:4][N:3]=1. The yield is 0.582. (4) The reactants are [NH2:1][C:2]1[N:6]([CH3:7])[C:5](=[O:8])[C:4]([C:19]2[CH:24]=[CH:23][CH:22]=[C:21]([NH2:25])[CH:20]=2)([C:9]2[CH:14]=[CH:13][C:12]([O:15][CH:16]([F:18])[F:17])=[CH:11][CH:10]=2)[N:3]=1.[CH:26](=O)[CH2:27][CH3:28].C(O[BH-](OC(=O)C)OC(=O)C)(=O)C.[Na+].C(O)(=O)C.C(Cl)[Cl:49]. No catalyst specified. The product is [ClH:49].[NH2:1][C:2]1[N:6]([CH3:7])[C:5](=[O:8])[C:4]([C:9]2[CH:14]=[CH:13][C:12]([O:15][CH:16]([F:17])[F:18])=[CH:11][CH:10]=2)([C:19]2[CH:24]=[CH:23][CH:22]=[C:21]([NH:25][CH2:26][CH2:27][CH3:28])[CH:20]=2)[N:3]=1. The yield is 0.730. (5) The reactants are Cl[C:2]1[CH:7]=[C:6]([NH:8][C:9]2[C:18]([F:19])=[CH:17][CH:16]=[CH:15][C:10]=2[C:11]([NH:13][CH3:14])=[O:12])[C:5]([Cl:20])=[CH:4][N:3]=1.[NH2:21][C:22]1[N:26]([CH2:27][CH3:28])[N:25]=[C:24]([CH2:29][CH2:30][OH:31])[CH:23]=1.C(=O)([O-])[O-].[Cs+].[Cs+].CC1(C)C2C(=C(P(C3C=CC=CC=3)C3C=CC=CC=3)C=CC=2)OC2C(P(C3C=CC=CC=3)C3C=CC=CC=3)=CC=CC1=2. The catalyst is [Pd].O1CCOCC1. The product is [Cl:20][C:5]1[C:6]([NH:8][C:9]2[C:18]([F:19])=[CH:17][CH:16]=[CH:15][C:10]=2[C:11]([NH:13][CH3:14])=[O:12])=[CH:7][C:2]([NH:21][C:22]2[N:26]([CH2:27][CH3:28])[N:25]=[C:24]([CH2:29][CH2:30][OH:31])[CH:23]=2)=[N:3][CH:4]=1. The yield is 0.120. (6) The reactants are [F:1][C:2]1([F:49])[CH2:5][CH:4]([NH:6][C:7]([C@H:9]([C:42]2[CH:47]=[CH:46][CH:45]=[CH:44][C:43]=2[Cl:48])[N:10]([C:35]2[CH:40]=[CH:39][CH:38]=[C:37]([F:41])[CH:36]=2)[C:11]([C@@H:13]2[CH2:17][CH2:16][CH2:15][N:14]2C(OCC2C3C=CC=CC=3C3C2=CC=CC=3)=O)=[O:12])=[O:8])[CH2:3]1.N1CCCCC1.O. The catalyst is CC#N. The product is [Cl:48][C:43]1[CH:44]=[CH:45][CH:46]=[CH:47][C:42]=1[C@H:9]([N:10]([C:35]1[CH:40]=[CH:39][CH:38]=[C:37]([F:41])[CH:36]=1)[C:11]([C@@H:13]1[CH2:17][CH2:16][CH2:15][NH:14]1)=[O:12])[C:7]([NH:6][CH:4]1[CH2:3][C:2]([F:49])([F:1])[CH2:5]1)=[O:8]. The yield is 0.570.